From a dataset of Full USPTO retrosynthesis dataset with 1.9M reactions from patents (1976-2016). Predict the reactants needed to synthesize the given product. (1) Given the product [C:26]([O:25][C:23](=[O:24])[N:22]([O:21][C:19](=[O:20])[C:18]([CH3:31])([CH3:30])[CH3:17])[S:11]([C:6]1[CH:7]=[CH:8][CH:9]=[CH:10][C:5]=1[S:2]([CH3:1])(=[O:4])=[O:3])(=[O:13])=[O:12])([CH3:29])([CH3:27])[CH3:28], predict the reactants needed to synthesize it. The reactants are: [CH3:1][S:2]([C:5]1[CH:10]=[CH:9][CH:8]=[CH:7][C:6]=1[S:11](Cl)(=[O:13])=[O:12])(=[O:4])=[O:3].[H-].[Na+].[CH3:17][C:18]([CH3:31])([CH3:30])[C:19]([O:21][NH:22][C:23]([O:25][C:26]([CH3:29])([CH3:28])[CH3:27])=[O:24])=[O:20]. (2) The reactants are: [NH2:1][C:2]1[C:11]([C:12]#[N:13])=[C:10]([NH:14][CH2:15][C:16]2[CH:21]=[CH:20][CH:19]=[CH:18][CH:17]=2)[C:9]2[C:4](=[CH:5][CH:6]=[C:7]([N:22]([CH3:24])[CH3:23])[CH:8]=2)[N:3]=1.[CH3:25][O:26][C:27]1[CH:35]=[CH:34][C:30]([C:31](Cl)=[O:32])=[CH:29][CH:28]=1. Given the product [CH3:25][O:26][C:27]1[CH:35]=[CH:34][C:30]([C:31]([N:1]([C:31](=[O:32])[C:30]2[CH:34]=[CH:35][C:27]([O:26][CH3:25])=[CH:28][CH:29]=2)[C:2]2[C:11]([C:12]#[N:13])=[C:10]([NH:14][CH2:15][C:16]3[CH:17]=[CH:18][CH:19]=[CH:20][CH:21]=3)[C:9]3[C:4](=[CH:5][CH:6]=[C:7]([N:22]([CH3:24])[CH3:23])[CH:8]=3)[N:3]=2)=[O:32])=[CH:29][CH:28]=1, predict the reactants needed to synthesize it. (3) Given the product [NH:8]1[C:9]2[C:5](=[CH:4][CH:3]=[C:2]([C:57]#[N:58])[CH:10]=2)[CH:6]=[N:7]1, predict the reactants needed to synthesize it. The reactants are: Br[C:2]1[CH:10]=[C:9]2[C:5]([CH:6]=[N:7][NH:8]2)=[CH:4][CH:3]=1.CC1(C)C2C(=C(P(C3C=CC=CC=3)C3C=CC=CC=3)C=CC=2)OC2C(P(C3C=CC=CC=3)C3C=CC=CC=3)=CC=CC1=2.C(Cl)(Cl)Cl.[CH3:57][N:58](C)CCN(C)C.CN(C)C=O.